Regression/Classification. Given a drug SMILES string, predict its absorption, distribution, metabolism, or excretion properties. Task type varies by dataset: regression for continuous measurements (e.g., permeability, clearance, half-life) or binary classification for categorical outcomes (e.g., BBB penetration, CYP inhibition). For this dataset (solubility_aqsoldb), we predict Y. From a dataset of Aqueous solubility values for 9,982 compounds from the AqSolDB database. (1) The drug is COCCCn1c(=O)c2c(N)c3c(=O)c4ccccc4c(=O)c3c(N)c2c1=O. The Y is -7.32 log mol/L. (2) The molecule is CC1(C)CC(N(C=O)CCCCCCN(C=O)C2CC(C)(C)NC(C)(C)C2)CC(C)(C)N1. The Y is -1.54 log mol/L. (3) The molecule is CCCCCCCC(=O)OC1C(C(O)CO)OC2OC(C)(C)OC21. The Y is -3.17 log mol/L. (4) The molecule is C[C@]12CC[C@H]3[C@@H](CC[C@H]4CC(=O)CC[C@@]43C)[C@@H]1CC[C@@H]2O. The Y is -4.92 log mol/L. (5) The drug is CC12CCC3C4CCC(=O)C=C4CCC3C1CCC2O. The Y is -3.02 log mol/L. (6) The molecule is Cc1ccccc1COC1CC2(C(C)C)CCC1(C)O2. The Y is -3.64 log mol/L. (7) The molecule is BrC(Br)C(Br)Br. The Y is -2.72 log mol/L.